This data is from CYP2C9 inhibition data for predicting drug metabolism from PubChem BioAssay. The task is: Regression/Classification. Given a drug SMILES string, predict its absorption, distribution, metabolism, or excretion properties. Task type varies by dataset: regression for continuous measurements (e.g., permeability, clearance, half-life) or binary classification for categorical outcomes (e.g., BBB penetration, CYP inhibition). Dataset: cyp2c9_veith. (1) The molecule is CCC(=O)Nc1ccc(/C(C)=N\NS(=O)(=O)c2ccc(C)cc2)cc1. The result is 1 (inhibitor). (2) The result is 0 (non-inhibitor). The compound is O=C(O)CCc1nc2ccccc2[nH]1. (3) The molecule is N#Cc1cccc(NC(=O)N2CC[C@@]3(CCCN(C(=O)c4ccco4)C3)C2)c1. The result is 0 (non-inhibitor). (4) The drug is O=C(COc1ccc(-c2ccccc2)cc1)N/N=C/c1ccccc1Br. The result is 1 (inhibitor). (5) The compound is O=C1CCCC=C1[C@@H](O)C1CCCCC1. The result is 0 (non-inhibitor). (6) The compound is Cc1ccc(/C=C2\SC(=S)N(CCCC(=O)Nc3ccccn3)C2=O)cc1. The result is 1 (inhibitor). (7) The result is 1 (inhibitor). The drug is COC(=O)[C@@]1(Cc2ccc(F)cc2)[C@H]2c3cc(C(=O)N(C)C)n(C)c3C[C@H]2CN1C(=O)c1ccccc1.